This data is from Reaction yield outcomes from USPTO patents with 853,638 reactions. The task is: Predict the reaction yield, written as a fraction of the theoretical maximum amount of product (1.0 means a 100% yield; for example, 0.34 means a 34% yield). (1) The reactants are [NH2:1][C:2]1[CH:7]=[CH:6][C:5]([C:8]2[CH:9]=[C:10]3[C:14](=[CH:15][CH:16]=2)[CH2:13][N:12]([CH:17]([CH:22]([CH3:24])[CH3:23])[C:18]([O:20][CH3:21])=[O:19])[CH2:11]3)=[CH:4][CH:3]=1.[F:25][C:26]([F:37])([F:36])[C:27]1[CH:32]=[CH:31][CH:30]=[CH:29][C:28]=1[N:33]=[C:34]=[O:35]. No catalyst specified. The product is [CH3:23][CH:22]([CH3:24])[CH:17]([N:12]1[CH2:11][C:10]2[C:14](=[CH:15][CH:16]=[C:8]([C:5]3[CH:4]=[CH:3][C:2]([NH:1][C:34]([NH:33][C:28]4[CH:29]=[CH:30][CH:31]=[CH:32][C:27]=4[C:26]([F:25])([F:36])[F:37])=[O:35])=[CH:7][CH:6]=3)[CH:9]=2)[CH2:13]1)[C:18]([O:20][CH3:21])=[O:19]. The yield is 0.340. (2) The reactants are OC(C(F)(F)F)=O.[NH2:8][C@H:9]([CH2:30][C:31]1[CH:36]=[CH:35][C:34]([Cl:37])=[CH:33][CH:32]=1)[C:10]([NH:12][N:13]1[CH2:17][CH2:16][C@H:15]([N:18]([CH:24]2[CH2:29][CH2:28][CH2:27][CH2:26][CH2:25]2)[C:19](=[O:23])[CH:20]([CH3:22])[CH3:21])[CH2:14]1)=[O:11].CCN(C(C)C)C(C)C.C(Cl)CCl.C1C=CC2N(O)N=NC=2C=1.[C:61]([N:68]1[CH2:75][CH2:74][CH2:73][C@@H:69]1[C:70](O)=[O:71])([O:63][C:64]([CH3:67])([CH3:66])[CH3:65])=[O:62]. The catalyst is CN(C=O)C. The product is [C:61]([N:68]1[CH2:75][CH2:74][CH2:73][C@@H:69]1[C:70]([NH:8][C@H:9]([CH2:30][C:31]1[CH:36]=[CH:35][C:34]([Cl:37])=[CH:33][CH:32]=1)[C:10]([NH:12][N:13]1[CH2:17][CH2:16][C@H:15]([N:18]([CH:24]2[CH2:29][CH2:28][CH2:27][CH2:26][CH2:25]2)[C:19](=[O:23])[CH:20]([CH3:22])[CH3:21])[CH2:14]1)=[O:11])=[O:71])([O:63][C:64]([CH3:67])([CH3:66])[CH3:65])=[O:62]. The yield is 0.908. (3) The reactants are [NH:1]1[CH:9]=[C:7]([CH3:8])[C:5](=[O:6])[NH:4][C:2]1=[O:3].C(N(CC)CC)C.FC(F)(F)S(O[Si](C)(C)C)(=O)=O.[Si:29]([O:36][CH2:37][C@@H:38]1[C@@H:45]2[C@@H:41]([O:42][C:43]([CH3:47])([CH3:46])[O:44]2)[CH2:40][S@:39]1=O)([C:32]([CH3:35])([CH3:34])[CH3:33])([CH3:31])[CH3:30]. The catalyst is C1(C)C=CC=CC=1.ClCCl. The product is [Si:29]([O:36][CH2:37][C@@H:38]1[C@H:45]2[O:44][C:43]([CH3:47])([CH3:46])[O:42][C@H:41]2[C@H:40]([N:1]2[CH:9]=[C:7]([CH3:8])[C:5](=[O:6])[NH:4][C:2]2=[O:3])[S:39]1)([C:32]([CH3:35])([CH3:33])[CH3:34])([CH3:30])[CH3:31]. The yield is 0.660. (4) The reactants are [C:1]([C:5]1[CH:10]=[C:9](Br)[C:8]([N+:12]([O-:14])=[O:13])=[CH:7][C:6]=1[O:15][CH2:16][C:17]1[CH:22]=[CH:21][CH:20]=[CH:19][CH:18]=1)([CH3:4])([CH3:3])[CH3:2].[F-:23].[K+].[K+].[Br-].Cl[C:28]([F:34])([F:33])C(OC)=O. The catalyst is O.[Cu]I.CN(C=O)C. The product is [C:1]([C:5]1[CH:10]=[C:9]([C:28]([F:34])([F:23])[F:33])[C:8]([N+:12]([O-:14])=[O:13])=[CH:7][C:6]=1[O:15][CH2:16][C:17]1[CH:22]=[CH:21][CH:20]=[CH:19][CH:18]=1)([CH3:4])([CH3:3])[CH3:2]. The yield is 0.670. (5) The reactants are [N+:1]([C:4]1[CH:5]=[CH:6][C:7]2[CH2:13][CH2:12][CH2:11][CH2:10][N:9]([C:14](=[O:16])[CH3:15])[C:8]=2[CH:17]=1)([O-])=O. The catalyst is CCO.[Pd]. The product is [NH2:1][C:4]1[CH:5]=[CH:6][C:7]2[CH2:13][CH2:12][CH2:11][CH2:10][N:9]([C:14](=[O:16])[CH3:15])[C:8]=2[CH:17]=1. The yield is 0.900. (6) The reactants are COC1C=CC=C[C:4]=1[OH:9].BrC1C([N+]([O-])=O)=CC=CN=1.[CH3:20][O:21][C:22]1[CH:35]=[CH:34][CH:33]=[CH:32][C:23]=1[O:24][C:25]1[C:30]([NH2:31])=[CH:29][CH:28]=[CH:27][N:26]=1.[NH2:36][C:37]1[S:38][CH:39]=[CH:40][N:41]=1. No catalyst specified. The product is [CH3:20][O:21][C:22]1[CH:35]=[CH:34][CH:33]=[CH:32][C:23]=1[O:24][C:25]1[C:30]([NH:31][C:4]([NH:36][C:37]2[S:38][CH:39]=[CH:40][N:41]=2)=[O:9])=[CH:29][CH:28]=[CH:27][N:26]=1. The yield is 0.740. (7) The reactants are [I:1][C:2]1[CH:10]=[CH:9][C:5]([C:6](Cl)=[O:7])=[CH:4][CH:3]=1.C(N(CC)CC)C.[CH2:18]([N:25]1[CH2:29][CH2:28][C@H:27]([NH2:30])[CH2:26]1)[C:19]1[CH:24]=[CH:23][CH:22]=[CH:21][CH:20]=1.O. The catalyst is CCOCC. The product is [I:1][C:2]1[CH:10]=[CH:9][C:5]([C:6]([NH:30][C@H:27]2[CH2:28][CH2:29][N:25]([CH2:18][C:19]3[CH:24]=[CH:23][CH:22]=[CH:21][CH:20]=3)[CH2:26]2)=[O:7])=[CH:4][CH:3]=1. The yield is 0.640. (8) The reactants are [NH2:1][C@H:2]([C:6]1[CH:13]=[CH:12][C:9]([C:10]#[N:11])=[CH:8][CH:7]=1)[CH2:3][CH2:4][OH:5].[C:14]([O:18][C:19]([NH:21][C:22]1([C:37](O)=[O:38])[CH2:27][CH2:26][N:25]([C:28]2[C:29]3[CH:36]=[CH:35][NH:34][C:30]=3[N:31]=[CH:32][N:33]=2)[CH2:24][CH2:23]1)=[O:20])([CH3:17])([CH3:16])[CH3:15].CCN(C(C)C)C(C)C.F[P-](F)(F)(F)(F)F.N1(OC(N(C)C)=[N+](C)C)C2N=CC=CC=2N=N1. The catalyst is CC(N(C)C)=O. The product is [C:10]([C:9]1[CH:8]=[CH:7][C:6]([C@@H:2]([NH:1][C:37]([C:22]2([NH:21][C:19](=[O:20])[O:18][C:14]([CH3:16])([CH3:15])[CH3:17])[CH2:23][CH2:24][N:25]([C:28]3[C:29]4[CH:36]=[CH:35][NH:34][C:30]=4[N:31]=[CH:32][N:33]=3)[CH2:26][CH2:27]2)=[O:38])[CH2:3][CH2:4][OH:5])=[CH:13][CH:12]=1)#[N:11]. The yield is 0.464. (9) The reactants are C[O:2][C:3]1[CH:13]=[CH:12][CH:11]=[CH:10][C:4]=1[CH2:5][NH:6][C:7](=[O:9])[CH3:8].B(Br)(Br)Br. The catalyst is C(Cl)Cl. The product is [OH:2][C:3]1[CH:13]=[CH:12][CH:11]=[CH:10][C:4]=1[CH2:5][NH:6][C:7](=[O:9])[CH3:8]. The yield is 0.717. (10) The reactants are [H-].[Na+].[O:3]1[CH:7]=[CH:6][CH:5]=[C:4]1[CH2:8][OH:9].Br[CH2:11][C:12]#[CH:13].O. The catalyst is CN(C=O)C.C1(C)C=CC=CC=1. The product is [CH2:13]([O:9][CH2:8][C:4]1[O:3][CH:7]=[CH:6][CH:5]=1)[C:12]#[CH:11]. The yield is 0.350.